This data is from Full USPTO retrosynthesis dataset with 1.9M reactions from patents (1976-2016). The task is: Predict the reactants needed to synthesize the given product. (1) Given the product [CH2:1]([N:4]1[C:13]2[C:8](=[CH:9][C:10]([C:14]([NH:20][CH2:19][CH2:17][OH:18])=[O:16])=[CH:11][CH:12]=2)[CH2:7][CH2:6][CH2:5]1)[CH:2]=[CH2:3], predict the reactants needed to synthesize it. The reactants are: [CH2:1]([N:4]1[C:13]2[C:8](=[CH:9][C:10]([C:14]([OH:16])=O)=[CH:11][CH:12]=2)[CH2:7][CH2:6][CH2:5]1)[CH:2]=[CH2:3].[C:17](C1NC=CN=1)([C:19]1[NH:20]C=CN=1)=[O:18].C(CN)O. (2) Given the product [CH:9]12[CH2:10][CH:11]3[CH2:12][CH:13]([CH2:14][CH:7]([CH2:16]3)[CH:8]1[NH:17][C:18]([C:20]1[C:21]([S:34][CH:28]3[CH2:33][CH2:32][CH2:31][CH2:30][CH2:29]3)=[N:22][C:23]([Cl:26])=[CH:24][CH:25]=1)=[O:19])[CH2:15]2, predict the reactants needed to synthesize it. The reactants are: C(=O)([O-])[O-].[Na+].[Na+].[CH:7]12[CH2:16][CH:11]3[CH2:12][CH:13]([CH2:15][CH:9]([CH2:10]3)[CH:8]1[NH:17][C:18]([C:20]1[C:21](Cl)=[N:22][C:23]([Cl:26])=[CH:24][CH:25]=1)=[O:19])[CH2:14]2.[CH:28]1([SH:34])[CH2:33][CH2:32][CH2:31][CH2:30][CH2:29]1. (3) Given the product [Cl:27][CH2:26][CH2:25][CH2:24][O:23][C:20]1[CH:19]=[CH:18][C:17]([C:14]2[O:15][CH:16]=[C:12]([CH2:11][N:6]3[CH2:5][CH2:4][CH2:3][CH2:2][C:1]3=[O:7])[N:13]=2)=[CH:22][CH:21]=1, predict the reactants needed to synthesize it. The reactants are: [C:1]1(=[O:7])[NH:6][CH2:5][CH2:4][CH2:3][CH2:2]1.[H-].[Na+].Cl[CH2:11][C:12]1[N:13]=[C:14]([C:17]2[CH:22]=[CH:21][C:20]([O:23][CH2:24][CH2:25][CH2:26][Cl:27])=[CH:19][CH:18]=2)[O:15][CH:16]=1. (4) Given the product [Cl:1][C:2]1[O:6][C:5]([CH2:7][C:8]2[CH:9]=[CH:10][C:11]([CH:14]=[O:15])=[CH:12][CH:13]=2)=[CH:4][CH:3]=1, predict the reactants needed to synthesize it. The reactants are: [Cl:1][C:2]1[O:6][C:5]([CH2:7][C:8]2[CH:13]=[CH:12][C:11]([CH2:14][OH:15])=[CH:10][CH:9]=2)=[CH:4][CH:3]=1. (5) Given the product [CH3:3][C:2]([C@H:4]1[C@@H:8]2[C@@H:9]3[C@@:22]([CH3:25])([CH2:23][CH2:24][C@@:7]2([CH2:34][OH:35])[CH2:6][CH2:5]1)[C@@:21]1([CH3:26])[C@@H:12]([C@:13]2([CH3:33])[C@@H:18]([CH2:19][CH2:20]1)[C:17]([CH3:28])([CH3:27])[C@@H:16]([OH:29])[CH2:15][CH2:14]2)[CH2:11][CH2:10]3)=[CH2:1], predict the reactants needed to synthesize it. The reactants are: [CH3:1][C:2]([C@H:4]1[C@@H:8]2[C@@H:9]3[C@@:22]([CH3:25])([CH2:23][CH2:24][C@@:7]2([CH2:34][O:35]C(C)=O)[CH2:6][CH2:5]1)[C@@:21]1([CH3:26])[C@@H:12]([C@:13]2([CH3:33])[C@@H:18]([CH2:19][CH2:20]1)[C:17]([CH3:28])([CH3:27])[C@@H:16]([O:29]C(C)=O)[CH2:15][CH2:14]2)[CH2:11][CH2:10]3)=[CH2:3].C1(C)C=CC=CC=1.[OH-].[K+]. (6) Given the product [CH2:1]([O:2][C:3]([C:5]1([NH:18][C:19](=[O:28])[C:20]2[CH:25]=[CH:24][CH:23]=[C:22]([CH3:26])[C:21]=2[O:27][CH2:36][CH:37]=[CH2:38])[CH2:6][C:7]2[C:17]3[C:11]([CH:10]=[CH:9][CH:8]=2)=[CH:12][CH:13]=[CH:14][C:15]=3[CH2:16]1)=[O:4])[CH3:29], predict the reactants needed to synthesize it. The reactants are: [CH3:1][O:2][C:3]([C:5]1([NH:18][C:19](=[O:28])[C:20]2[CH:25]=[CH:24][CH:23]=[C:22]([CH3:26])[C:21]=2[OH:27])[CH2:16][C:15]2[C:17]3[C:11]([CH:12]=[CH:13][CH:14]=2)=[CH:10][CH:9]=[CH:8][C:7]=3[CH2:6]1)=[O:4].[C:29]([O-])([O-])=O.[Cs+].[Cs+].Br[CH2:36][CH:37]=[CH2:38]. (7) Given the product [C:1]([NH:4][C:5]1[CH:34]=[CH:33][C:8]([CH2:9][C:10]2[N:18]([CH2:19][O:20][C:21](=[O:26])[C:22]([CH3:24])([CH3:25])[CH3:23])[C:17]3[C:16](=[O:27])[N:15]([CH2:36][C:37]4[CH:42]=[C:41]([O:43][CH3:44])[CH:40]=[CH:39][C:38]=4[F:45])[C:14](=[O:28])[N:13]([CH2:29][CH2:30][CH2:31][CH3:32])[C:12]=3[N:11]=2)=[CH:7][CH:6]=1)(=[O:3])[CH3:2], predict the reactants needed to synthesize it. The reactants are: [C:1]([NH:4][C:5]1[CH:34]=[CH:33][C:8]([CH2:9][C:10]2[N:18]([CH2:19][O:20][C:21](=[O:26])[C:22]([CH3:25])([CH3:24])[CH3:23])[C:17]3[C:16](=[O:27])[NH:15][C:14](=[O:28])[N:13]([CH2:29][CH2:30][CH2:31][CH3:32])[C:12]=3[N:11]=2)=[CH:7][CH:6]=1)(=[O:3])[CH3:2].Br[CH2:36][C:37]1[CH:42]=[C:41]([O:43][CH3:44])[CH:40]=[CH:39][C:38]=1[F:45].N12CCCN=C1CCCCC2. (8) Given the product [Cl:29][C:30]1[CH:35]=[C:34]([O:22][C:20]2[CH:19]=[CH:18][C:16]3[N:17]=[C:13]([NH:12][C@H:8]4[CH2:9][CH2:10][CH2:11][N:6]([S:3]([CH2:1][CH3:2])(=[O:4])=[O:5])[CH2:7]4)[S:14][C:15]=3[CH:21]=2)[CH:33]=[CH:32][N:31]=1, predict the reactants needed to synthesize it. The reactants are: [CH2:1]([S:3]([N:6]1[CH2:11][CH2:10][CH2:9][C@H:8]([NH:12][C:13]2[S:14][C:15]3[CH:21]=[C:20]([OH:22])[CH:19]=[CH:18][C:16]=3[N:17]=2)[CH2:7]1)(=[O:5])=[O:4])[CH3:2].C(=O)([O-])[O-].[Cs+].[Cs+].[Cl:29][C:30]1[CH:35]=[C:34](F)[CH:33]=[CH:32][N:31]=1.